This data is from Full USPTO retrosynthesis dataset with 1.9M reactions from patents (1976-2016). The task is: Predict the reactants needed to synthesize the given product. Given the product [Cl:1][C:2]1[CH:3]=[C:4]([C:12]2[S:13][C:14]([C:17]3[C:18]([CH2:27][CH3:28])=[C:19]([CH2:23][CH:24]=[O:25])[CH:20]=[CH:21][CH:22]=3)=[N:15][N:16]=2)[CH:5]=[CH:6][C:7]=1[O:8][CH:9]([CH3:11])[CH3:10], predict the reactants needed to synthesize it. The reactants are: [Cl:1][C:2]1[CH:3]=[C:4]([C:12]2[S:13][C:14]([C:17]3[CH:22]=[CH:21][CH:20]=[C:19](/[CH:23]=[CH:24]/[O:25]C)[C:18]=3[CH2:27][CH3:28])=[N:15][N:16]=2)[CH:5]=[CH:6][C:7]=1[O:8][CH:9]([CH3:11])[CH3:10].Cl.O.